Dataset: Reaction yield outcomes from USPTO patents with 853,638 reactions. Task: Predict the reaction yield, written as a fraction of the theoretical maximum amount of product (1.0 means a 100% yield; for example, 0.34 means a 34% yield). (1) The reactants are [CH:1]1([C:4]2[CH:10]=[CH:9][C:7](N)=[C:6]([F:11])[CH:5]=2)[CH2:3][CH2:2]1.S(=O)(=O)(O)O.N([O-])=O.[Na+].[I-:21].[K+]. The catalyst is O.C(Cl)Cl. The product is [CH:1]1([C:4]2[CH:10]=[CH:9][C:7]([I:21])=[C:6]([F:11])[CH:5]=2)[CH2:3][CH2:2]1. The yield is 0.713. (2) The reactants are [OH:1][C:2]1[CH:11]=[C:10]2[C:5]([CH:6]=[CH:7][CH:8]=[N:9]2)=[CH:4][CH:3]=1.[Br:12]Br. The catalyst is CC(O)=O.C(Cl)Cl.CCOC(C)=O. The product is [Br:12][C:11]1[C:2]([OH:1])=[CH:3][CH:4]=[C:5]2[C:10]=1[N:9]=[CH:8][CH:7]=[CH:6]2. The yield is 0.760. (3) The reactants are [Cl:1][C:2]1[N:7]=[CH:6][C:5]([CH2:8][OH:9])=[C:4]([C:10]([F:13])([F:12])[F:11])[CH:3]=1.[CH3:14]C([O-])(C)C.[K+].CCOC(C)=O. The catalyst is C1COCC1.[Cl-].[Na+].O. The product is [Cl:1][C:2]1[CH:3]=[C:4]([C:10]([F:13])([F:11])[F:12])[C:5]([CH2:8][O:9][CH3:14])=[CH:6][N:7]=1. The yield is 0.480. (4) The catalyst is CC([O-])=O.CC([O-])=O.[Pd+2]. The yield is 0.750. The product is [C:19]([O:18][C:17](=[O:23])[NH:16][CH:13]1[CH2:14][CH2:15][N:10]([C:2]2[CH:7]=[CH:6][C:5]([CH:8]=[CH2:9])=[CH:4][CH:3]=2)[CH2:11][CH2:12]1)([CH3:22])([CH3:20])[CH3:21]. The reactants are Br[C:2]1[CH:7]=[CH:6][C:5]([CH:8]=[CH2:9])=[CH:4][CH:3]=1.[NH:10]1[CH2:15][CH2:14][CH:13]([NH:16][C:17](=[O:23])[O:18][C:19]([CH3:22])([CH3:21])[CH3:20])[CH2:12][CH2:11]1.C1(C)C=CC=CC=1.C1(P(C2CCCCC2)C2C=CC=CC=2C2C(C(C)C)=CC(C(C)C)=CC=2C(C)C)CCCCC1.